This data is from Full USPTO retrosynthesis dataset with 1.9M reactions from patents (1976-2016). The task is: Predict the reactants needed to synthesize the given product. Given the product [Cl:33][C:34]1[C:43]([CH2:44][NH:24][C:25]2[N:26]=[N:27][N:28]([CH3:30])[N:29]=2)=[CH:42][C:41]2[C:36](=[CH:37][C:38]([F:46])=[CH:39][CH:40]=2)[N:35]=1, predict the reactants needed to synthesize it. The reactants are: C[Si]([N-][Si](C)(C)C)(C)C.[Li+].FC(F)(F)C1C=C(C[NH:24][C:25]2[N:26]=[N:27][N:28]([CH3:30])[N:29]=2)C=C(C(F)(F)F)C=1.[Cl:33][C:34]1[C:43]([CH2:44]Cl)=[CH:42][C:41]2[C:36](=[CH:37][C:38]([F:46])=[CH:39][CH:40]=2)[N:35]=1.